Dataset: Full USPTO retrosynthesis dataset with 1.9M reactions from patents (1976-2016). Task: Predict the reactants needed to synthesize the given product. (1) The reactants are: [C:1]1([S:7]([CH:10]([CH:13]2[CH2:18][CH2:17][CH2:16][C:15](=[O:19])[CH2:14]2)[C:11]#[N:12])(=[O:9])=[O:8])[CH:6]=[CH:5][CH:4]=[CH:3][CH:2]=1.[H-].[Na+].[CH3:22]I. Given the product [C:1]1([S:7]([C:10]([CH:13]2[CH2:18][CH2:17][CH2:16][C:15](=[O:19])[CH2:14]2)([CH3:22])[C:11]#[N:12])(=[O:9])=[O:8])[CH:2]=[CH:3][CH:4]=[CH:5][CH:6]=1, predict the reactants needed to synthesize it. (2) Given the product [OH-:2].[O-:21][P:19]([O-:23])([O-:22])=[O:20].[O-:27][P:25]([O-:29])([O-:28])=[O:26].[O-:21][P:19]([O-:23])([O-:22])=[O:20].[Ca+2:24].[Ca+2:24].[Ca+2:24].[Ca+2:24].[Ca+2:24], predict the reactants needed to synthesize it. The reactants are: [Si](O)(O)(O)[OH:2].C(O[Si](OCC)(OCC)OCC)C.[P:19]([O-:23])([O-:22])([O-:21])=[O:20].[Ca+2:24].[P:25]([O-:29])([O-:28])([O-:27])=[O:26].[Ca+2].[Ca+2].